Dataset: Catalyst prediction with 721,799 reactions and 888 catalyst types from USPTO. Task: Predict which catalyst facilitates the given reaction. Reactant: [CH2:1]([O:8][C:9]1[CH:14]=[CH:13][C:12]([Sn](C)(C)C)=[CH:11][N:10]=1)[C:2]1[CH:7]=[CH:6][CH:5]=[CH:4][CH:3]=1.FC(F)(F)S(O[C:25]1[CH2:26][CH2:27][N:28]([C:31]([O:33][C:34]([CH3:37])([CH3:36])[CH3:35])=[O:32])[CH2:29][CH:30]=1)(=O)=O. The catalyst class is: 45. Product: [CH2:1]([O:8][C:9]1[NH:10][CH2:11][C:12]([C:25]2[CH2:30][CH2:29][N:28]([C:31]([O:33][C:34]([CH3:37])([CH3:36])[CH3:35])=[O:32])[CH2:27][CH:26]=2)=[CH:13][CH:14]=1)[C:2]1[CH:7]=[CH:6][CH:5]=[CH:4][CH:3]=1.